From a dataset of Forward reaction prediction with 1.9M reactions from USPTO patents (1976-2016). Predict the product of the given reaction. (1) Given the reactants [CH:1]1([C:4]2[C:5]([O:18][CH2:19][C:20]3([CH3:30])[CH2:29][CH2:28][C:23]4(OCC[O:24]4)[CH2:22][CH2:21]3)=[CH:6][C:7]([F:17])=[C:8]([CH:16]=2)[C:9]([O:11][C:12]([CH3:15])([CH3:14])[CH3:13])=[O:10])[CH2:3][CH2:2]1.FC(F)(F)C(O)=O, predict the reaction product. The product is: [CH:1]1([C:4]2[C:5]([O:18][CH2:19][C:20]3([CH3:30])[CH2:29][CH2:28][C:23](=[O:24])[CH2:22][CH2:21]3)=[CH:6][C:7]([F:17])=[C:8]([CH:16]=2)[C:9]([O:11][C:12]([CH3:13])([CH3:14])[CH3:15])=[O:10])[CH2:2][CH2:3]1. (2) Given the reactants [Br:1][C:2]1[CH:3]=[CH:4][C:5](N)=[N:6][C:7]=1[CH3:8].[I:10]I.N(OCCC(C)C)=O, predict the reaction product. The product is: [Br:1][C:2]1[C:7]([CH3:8])=[N:6][C:5]([I:10])=[CH:4][CH:3]=1. (3) Given the reactants Br[CH2:2][C:3]1[N:4]([CH3:28])[C:5]2[C:10]([N:11]=1)=[C:9]([N:12]1[CH2:17][CH2:16][O:15][CH2:14][CH2:13]1)[N:8]=[C:7]([N:18]1[C:22]3[CH:23]=[CH:24][CH:25]=[CH:26][C:21]=3[N:20]=[C:19]1[CH3:27])[N:6]=2.[CH:29]1([CH2:32][N:33]2[CH2:38][CH2:37][NH:36][CH2:35][CH2:34]2)[CH2:31][CH2:30]1, predict the reaction product. The product is: [CH:29]1([CH2:32][N:33]2[CH2:38][CH2:37][N:36]([CH2:2][C:3]3[N:4]([CH3:28])[C:5]4[C:10]([N:11]=3)=[C:9]([N:12]3[CH2:17][CH2:16][O:15][CH2:14][CH2:13]3)[N:8]=[C:7]([N:18]3[C:22]5[CH:23]=[CH:24][CH:25]=[CH:26][C:21]=5[N:20]=[C:19]3[CH3:27])[N:6]=4)[CH2:35][CH2:34]2)[CH2:31][CH2:30]1. (4) Given the reactants [CH2:1]([C@@H:3]1[CH2:8][CH2:7][C@H:6]([O:9][C:10]2[CH:11]=[C:12]3[C:17](=[CH:18][CH:19]=2)[CH:16]=[C:15]([CH:20]=[O:21])[CH:14]=[CH:13]3)[CH2:5][CH2:4]1)[CH3:2].[Cl:22]N1C(=O)CCC1=O, predict the reaction product. The product is: [Cl:22][C:11]1[C:10]([O:9][C@H:6]2[CH2:7][CH2:8][C@@H:3]([CH2:1][CH3:2])[CH2:4][CH2:5]2)=[CH:19][CH:18]=[C:17]2[C:12]=1[CH:13]=[CH:14][C:15]([CH:20]=[O:21])=[CH:16]2. (5) Given the reactants [C:1]([N:4]1[C:13]2[C:8](=[CH:9][C:10]([C:14]([OH:16])=O)=[CH:11][CH:12]=2)[CH:7]([NH:17][C:18]2[CH:23]=[CH:22][C:21]([N:24]3[CH2:29][CH2:28][O:27][CH2:26][CH2:25]3)=[CH:20][CH:19]=2)[CH2:6][CH:5]1[CH3:30])(=[O:3])[CH3:2].Cl.C1C=CC2N(O)N=[N:38][C:36]=2C=1.CN.O1CCCC1.C(=O)([O-])O.[Na+], predict the reaction product. The product is: [C:1]([N:4]1[C:13]2[C:8](=[CH:9][C:10]([C:14]([NH:38][CH3:36])=[O:16])=[CH:11][CH:12]=2)[CH:7]([NH:17][C:18]2[CH:23]=[CH:22][C:21]([N:24]3[CH2:25][CH2:26][O:27][CH2:28][CH2:29]3)=[CH:20][CH:19]=2)[CH2:6][CH:5]1[CH3:30])(=[O:3])[CH3:2]. (6) Given the reactants [CH:1]1([NH2:4])[CH2:3][CH2:2]1.C(O)(=O)C.[CH2:9]([O:16][C:17]([N:19]1[CH2:24][CH2:23][CH:22]([CH:25]=O)[CH2:21][CH2:20]1)=[O:18])[C:10]1[CH:15]=[CH:14][CH:13]=[CH:12][CH:11]=1.C([BH3-])#N.[Na+], predict the reaction product. The product is: [CH2:9]([O:16][C:17]([N:19]1[CH2:24][CH2:23][CH:22]([CH2:25][NH:4][CH:1]2[CH2:3][CH2:2]2)[CH2:21][CH2:20]1)=[O:18])[C:10]1[CH:11]=[CH:12][CH:13]=[CH:14][CH:15]=1. (7) Given the reactants CS(O[CH2:6][CH2:7][O:8][C:9]1[CH:14]=[CH:13][C:12]([C:15]#[C:16][C:17]2[CH:22]=[CH:21][C:20]([C:23]3[CH:28]=[CH:27][C:26]([Cl:29])=[CH:25][CH:24]=3)=[CH:19][N:18]=2)=[CH:11][C:10]=1[CH3:30])(=O)=O.[CH:31]1([CH2:34][NH2:35])[CH2:33][CH2:32]1.C(N(C(C)C)C(C)C)C, predict the reaction product. The product is: [Cl:29][C:26]1[CH:25]=[CH:24][C:23]([C:20]2[CH:21]=[CH:22][C:17]([C:16]#[C:15][C:12]3[CH:13]=[CH:14][C:9]([O:8][CH2:7][CH2:6][NH:35][CH2:34][CH:31]4[CH2:33][CH2:32]4)=[C:10]([CH3:30])[CH:11]=3)=[N:18][CH:19]=2)=[CH:28][CH:27]=1. (8) Given the reactants [NH2:1][C:2]1[CH:7]=[CH:6][C:5]([C:8]([F:11])([F:10])[F:9])=[C:4]([Cl:12])[CH:3]=1.N1C=CC=CC=1.[Cl:19][C:20]([Cl:25])([Cl:24])[C:21](Cl)=[O:22], predict the reaction product. The product is: [Cl:19][C:20]([Cl:25])([Cl:24])[C:21]([NH:1][C:2]1[CH:7]=[CH:6][C:5]([C:8]([F:9])([F:10])[F:11])=[C:4]([Cl:12])[CH:3]=1)=[O:22].